Dataset: CYP2C19 inhibition data for predicting drug metabolism from PubChem BioAssay. Task: Regression/Classification. Given a drug SMILES string, predict its absorption, distribution, metabolism, or excretion properties. Task type varies by dataset: regression for continuous measurements (e.g., permeability, clearance, half-life) or binary classification for categorical outcomes (e.g., BBB penetration, CYP inhibition). Dataset: cyp2c19_veith. (1) The drug is Cn1c(=S)c2[nH]c(SCc3cccnc3)nc2n(C)c1=O. The result is 0 (non-inhibitor). (2) The drug is CC1CCN(C(=O)Nc2ccc3nsnc3c2)CC1. The result is 1 (inhibitor).